This data is from Reaction yield outcomes from USPTO patents with 853,638 reactions. The task is: Predict the reaction yield, written as a fraction of the theoretical maximum amount of product (1.0 means a 100% yield; for example, 0.34 means a 34% yield). (1) The reactants are Br[CH2:2][C:3]([C:5]1[CH:10]=[CH:9][CH:8]=[C:7]([F:11])[CH:6]=1)=[O:4].[S-:12][C:13]#[N:14].[K+].O. The catalyst is C(O)C. The product is [F:11][C:7]1[CH:6]=[C:5]([C:3](=[O:4])[CH2:2][S:12][C:13]#[N:14])[CH:10]=[CH:9][CH:8]=1. The yield is 0.743. (2) The reactants are [CH3:1][O:2][C:3]1[CH:4]=[C:5]2[C:10](=[CH:11][C:12]=1[O:13][CH3:14])[N:9]=[CH:8][N:7]=[C:6]2[O:15][C:16]1[CH:22]=[CH:21][C:19]([NH2:20])=[CH:18][CH:17]=1.C(O)C.[C:26]1([C:32]([N:34]=[C:35]=[S:36])=[O:33])[CH:31]=[CH:30][CH:29]=[CH:28][CH:27]=1. The catalyst is C1(C)C=CC=CC=1. The product is [C:32]([NH:34][C:35]([NH:20][C:19]1[CH:21]=[CH:22][C:16]([O:15][C:6]2[C:5]3[C:10](=[CH:11][C:12]([O:13][CH3:14])=[C:3]([O:2][CH3:1])[CH:4]=3)[N:9]=[CH:8][N:7]=2)=[CH:17][CH:18]=1)=[S:36])(=[O:33])[C:26]1[CH:31]=[CH:30][CH:29]=[CH:28][CH:27]=1. The yield is 0.890. (3) The reactants are [C:1](=[O:19])([O:17][CH3:18])[O:2][C:3]1[CH:8]=[CH:7][C:6]([F:9])=[CH:5][C:4]=1[C:10]1([CH3:16])[CH2:15][CH2:14][CH2:13][CH2:12][CH2:11]1.[N+:20]([O-])([O-:22])=[O:21].[K+]. The catalyst is S(=O)(=O)(O)O. The product is [C:1](=[O:19])([O:17][CH3:18])[O:2][C:3]1[CH:8]=[C:7]([N+:20]([O-:22])=[O:21])[C:6]([F:9])=[CH:5][C:4]=1[C:10]1([CH3:16])[CH2:15][CH2:14][CH2:13][CH2:12][CH2:11]1. The yield is 0.810.